Task: Predict the reaction yield, written as a fraction of the theoretical maximum amount of product (1.0 means a 100% yield; for example, 0.34 means a 34% yield).. Dataset: Reaction yield outcomes from USPTO patents with 853,638 reactions (1) The reactants are F[C:2]1[C:7]([C:8]2[CH:9]=[CH:10][C:11]3[O:20][CH2:19][CH2:18][C:17]4[S:16][C:15]([C:21]5[N:22]([CH:26]([CH3:28])[CH3:27])[N:23]=[CH:24][N:25]=5)=[N:14][C:13]=4[C:12]=3[CH:29]=2)=[CH:6][CH:5]=[CH:4][N:3]=1.Cl.C[O:32]CCOC. No catalyst specified. The product is [CH:26]([N:22]1[C:21]([C:15]2[S:16][C:17]3[CH2:18][CH2:19][O:20][C:11]4[CH:10]=[CH:9][C:8]([C:7]5[C:2](=[O:32])[NH:3][CH:4]=[CH:5][CH:6]=5)=[CH:29][C:12]=4[C:13]=3[N:14]=2)=[N:25][CH:24]=[N:23]1)([CH3:28])[CH3:27]. The yield is 0.890. (2) The reactants are [CH3:1][C:2]([C:6]1[S:10][C:9]([C:11]2[CH:16]=[CH:15][CH:14]=[CH:13][CH:12]=2)=[N:8][CH:7]=1)([CH3:5])[CH2:3][NH2:4].[F:17][C:18]([F:34])([F:33])[C:19]1[O:23][N:22]=[C:21]([C:24]2[CH:25]=[C:26]([CH:30]=[CH:31][CH:32]=2)[C:27](O)=[O:28])[N:20]=1. No catalyst specified. The product is [CH3:5][C:2]([C:6]1[S:10][C:9]([C:11]2[CH:16]=[CH:15][CH:14]=[CH:13][CH:12]=2)=[N:8][CH:7]=1)([CH3:1])[CH2:3][NH:4][C:27](=[O:28])[C:26]1[CH:30]=[CH:31][CH:32]=[C:24]([C:21]2[N:20]=[C:19]([C:18]([F:34])([F:33])[F:17])[O:23][N:22]=2)[CH:25]=1. The yield is 0.510. (3) The product is [C:1]([O:5][C:6]([N:8]1[CH2:11][CH:10]([N:12]2[CH2:16][CH2:15][CH2:14][C:13]2=[O:18])[CH2:9]1)=[O:7])([CH3:4])([CH3:3])[CH3:2]. The reactants are [C:1]([O:5][C:6]([N:8]1[CH2:11][CH:10]([NH:12][C:13](=[O:18])[CH2:14][CH2:15][CH2:16]Cl)[CH2:9]1)=[O:7])([CH3:4])([CH3:3])[CH3:2].[H-].[Na+]. The catalyst is CN(C=O)C. The yield is 0.350. (4) The reactants are [Cl:1][C:2]1[CH:3]=[C:4]([CH:9]=[CH:10][CH:11]=1)[C:5](=O)[CH2:6]Br.[CH3:12][O:13][C:14]1[CH:15]=[C:16]([NH:26][C:27]([NH2:29])=[S:28])[CH:17]=[CH:18][C:19]=1[N:20]1[CH:24]=[C:23]([CH3:25])[N:22]=[CH:21]1. The catalyst is C(Cl)Cl.C(OCC)C.C(O)C. The product is [Cl:1][C:2]1[CH:3]=[C:4]([C:5]2[N:29]=[C:27]([NH:26][C:16]3[CH:17]=[CH:18][C:19]([N:20]4[CH:24]=[C:23]([CH3:25])[N:22]=[CH:21]4)=[C:14]([O:13][CH3:12])[CH:15]=3)[S:28][CH:6]=2)[CH:9]=[CH:10][CH:11]=1. The yield is 1.00. (5) The reactants are [CH3:1][O:2][C:3]1[CH:4]=[C:5]2[C:10](=[CH:11][C:12]=1[O:13][CH3:14])[N:9]=[CH:8][CH:7]=[C:6]2[O:15][C:16]1[C:22]([CH3:23])=[CH:21][C:19]([NH2:20])=[C:18]([CH3:24])[CH:17]=1.ClC(Cl)(O[C:29](=[O:35])[O:30][C:31](Cl)(Cl)Cl)Cl.[Cl:37][C:38]1[CH:39]=[C:40](CO)[CH:41]=[CH:42][CH:43]=1.C(=O)(O)[O-].[Na+]. The catalyst is C(Cl)Cl.C(N(CC)CC)C.C1(C)C=CC=CC=1. The product is [CH3:1][O:2][C:3]1[CH:4]=[C:5]2[C:10](=[CH:11][C:12]=1[O:13][CH3:14])[N:9]=[CH:8][CH:7]=[C:6]2[O:15][C:16]1[C:22]([CH3:23])=[CH:21][C:19]([NH:20][C:29](=[O:35])[O:30][CH2:31][C:42]2[CH:41]=[CH:40][CH:39]=[C:38]([Cl:37])[CH:43]=2)=[C:18]([CH3:24])[CH:17]=1. The yield is 0.710.